From a dataset of Full USPTO retrosynthesis dataset with 1.9M reactions from patents (1976-2016). Predict the reactants needed to synthesize the given product. (1) Given the product [CH:1]1([O:6][C:7]2[CH:8]=[C:9]([CH:19]=[CH:20][C:21]=2[O:22][CH3:23])[CH2:10][NH:11][C:12]2[N:13]=[CH:14][C:15]([C:26]3[CH:25]=[N:24][CH:29]=[CH:28][CH:27]=3)=[CH:16][CH:17]=2)[CH2:5][CH2:4][CH2:3][CH2:2]1, predict the reactants needed to synthesize it. The reactants are: [CH:1]1([O:6][C:7]2[CH:8]=[C:9]([CH:19]=[CH:20][C:21]=2[O:22][CH3:23])[CH2:10][NH:11][C:12]2[CH:17]=[CH:16][C:15](I)=[CH:14][N:13]=2)[CH2:5][CH2:4][CH2:3][CH2:2]1.[N:24]1[CH:29]=[CH:28][CH:27]=[C:26](B(O)O)[CH:25]=1.C(#N)C.C(=O)([O-])[O-].[Na+].[Na+]. (2) Given the product [ClH:39].[ClH:39].[NH:21]1[CH2:22][CH2:23][CH:19]([O:18][N:17]=[C:7]([C:1]2[CH:6]=[CH:5][CH:4]=[CH:3][CH:2]=2)[C:8]2[NH:16][C:11]3=[CH:12][N:13]=[CH:14][CH:15]=[C:10]3[CH:9]=2)[CH2:20]1, predict the reactants needed to synthesize it. The reactants are: [C:1]1([C:7](=[N:17][O:18][CH:19]2[CH2:23][CH2:22][N:21](C(OC(C)(C)C)=O)[CH2:20]2)[C:8]2[NH:16][C:11]3=[CH:12][N:13]=[CH:14][CH:15]=[C:10]3[CH:9]=2)[CH:6]=[CH:5][CH:4]=[CH:3][CH:2]=1.FC(F)(F)C(O)=O.C(Cl)[Cl:39]. (3) Given the product [F:16][C:13]1[CH:12]=[CH:11][C:10]([CH2:9][C:4]2[CH:3]=[CH:2][CH:7]=[CH:6][C:5]=2[OH:8])=[CH:15][CH:14]=1, predict the reactants needed to synthesize it. The reactants are: Br[C:2]1[CH:7]=[CH:6][C:5]([OH:8])=[C:4]([CH2:9][C:10]2[CH:15]=[CH:14][C:13]([F:16])=[CH:12][CH:11]=2)[CH:3]=1.CC1C=C(C=C(C)C=1CC1C=CC(OCOC)=C(CC2C=CC(F)=CC=2)C=1)C(OC)=O. (4) Given the product [CH3:18][O:17][C:15]1[C:14]([O:19][CH2:20][CH2:21][CH2:22][CH2:23][O:24][C:25]2[C:39]([O:40][CH3:41])=[CH:38][C:28]3[C:29](=[O:37])[N:30]4[CH2:36][CH2:35][CH2:34][C@H:31]4[CH2:32][NH:33][C:27]=3[CH:26]=2)=[CH:13][C:12]2[N:42]=[CH:4][C@@H:5]3[CH2:9][CH2:8][CH2:7][N:6]3[C:10](=[O:43])[C:11]=2[CH:16]=1, predict the reactants needed to synthesize it. The reactants are: C(O[CH:4](SCC)[C@@H:5]1[CH2:9][CH2:8][CH2:7][N:6]1[C:10](=[O:43])[C:11]1[CH:16]=[C:15]([O:17][CH3:18])[C:14]([O:19][CH2:20][CH2:21][CH2:22][CH2:23][O:24][C:25]2[C:39]([O:40][CH3:41])=[CH:38][C:28]3[C:29](=[O:37])[N:30]4[CH2:36][CH2:35][CH2:34][C@H:31]4[CH2:32][NH:33][C:27]=3[CH:26]=2)=[CH:13][C:12]=1[NH2:42])C.C([O-])([O-])=O.[Ca+2].CCOC(C)=O. (5) Given the product [N:1]1([C:10]#[N:12])[C:5]2=[N:6][CH:7]=[CH:8][CH:9]=[C:4]2[CH:3]=[CH:2]1, predict the reactants needed to synthesize it. The reactants are: [NH:1]1[C:5]2=[N:6][CH:7]=[CH:8][CH:9]=[C:4]2[CH:3]=[CH:2]1.[CH2:10]([N:12](CC)CC)C.N#CBr.O. (6) Given the product [C:1]([C:5]1[CH:6]=[CH:7][C:8]([C:9]([NH:11][C@@H:12]([CH2:25][C:26]2[CH:31]=[CH:30][C:29]([C:32]3[N:33]=[CH:34][C:35]([C:38]4[CH:43]=[CH:42][C:41]([O:44][CH2:48][CH2:49][CH2:50][CH2:51][CH:52]([CH3:54])[CH3:53])=[CH:40][CH:39]=4)=[CH:36][N:37]=3)=[CH:28][CH:27]=2)[C:13]([NH:15][CH2:16][CH2:17][C:18]([O:20][C:21]([CH3:24])([CH3:23])[CH3:22])=[O:19])=[O:14])=[O:10])=[CH:45][CH:46]=1)([CH3:2])([CH3:3])[CH3:4], predict the reactants needed to synthesize it. The reactants are: [C:1]([C:5]1[CH:46]=[CH:45][C:8]([C:9]([NH:11][C@@H:12]([CH2:25][C:26]2[CH:31]=[CH:30][C:29]([C:32]3[N:37]=[CH:36][C:35]([C:38]4[CH:43]=[CH:42][C:41]([OH:44])=[CH:40][CH:39]=4)=[CH:34][N:33]=3)=[CH:28][CH:27]=2)[C:13]([NH:15][CH2:16][CH2:17][C:18]([O:20][C:21]([CH3:24])([CH3:23])[CH3:22])=[O:19])=[O:14])=[O:10])=[CH:7][CH:6]=1)([CH3:4])([CH3:3])[CH3:2].Br[CH2:48][CH2:49][CH2:50][CH2:51][CH:52]([CH3:54])[CH3:53].